From a dataset of Full USPTO retrosynthesis dataset with 1.9M reactions from patents (1976-2016). Predict the reactants needed to synthesize the given product. (1) The reactants are: [P:1](Cl)(Cl)([O:3][C:4]1[CH:9]=[CH:8][CH:7]=[CH:6][CH:5]=1)=[O:2].[F:12][C:13]1[C:18]([OH:19])=[C:17]([F:20])[C:16]([F:21])=[C:15]([F:22])[C:14]=1[F:23].CCN(CC)CC.[ClH:31].[NH2:32][C@@H:33]([CH3:42])[C:34]([O:36][CH:37]([CH2:40][CH3:41])[CH2:38][CH3:39])=[O:35]. Given the product [Cl:31][C:7]1[CH:8]=[CH:9][C:4]([O:3][P:1]([NH:32][C@@H:33]([CH3:42])[C:34]([O:36][CH:37]([CH2:40][CH3:41])[CH2:38][CH3:39])=[O:35])([O:19][C:18]2[C:13]([F:12])=[C:14]([F:23])[C:15]([F:22])=[C:16]([F:21])[C:17]=2[F:20])=[O:2])=[CH:5][CH:6]=1, predict the reactants needed to synthesize it. (2) Given the product [Br:1][C:2]1[C:6]2[CH2:7][N:8]([C:11](=[O:12])[CH3:20])[CH2:9][CH2:10][C:5]=2[N:4]([CH3:18])[N:3]=1, predict the reactants needed to synthesize it. The reactants are: [Br:1][C:2]1[C:6]2[CH2:7][N:8]([C:11](OC(C)(C)C)=[O:12])[CH2:9][CH2:10][C:5]=2[N:4]([CH3:18])[N:3]=1.F[C:20](F)(F)C(O)=O.C(OC(=O)C)(=O)C.O. (3) Given the product [Cl:1][C:2]1[CH:7]=[C:6]([CH2:8][O:9][C:10]2[CH:19]=[C:18]3[C:13]([C:14](=[O:20])[NH:15][CH:16]=[N:17]3)=[CH:12][C:11]=2[O:27][CH3:28])[CH:5]=[CH:4][N:3]=1, predict the reactants needed to synthesize it. The reactants are: [Cl:1][C:2]1[CH:7]=[C:6]([CH2:8][O:9][C:10]2[CH:19]=[C:18]3[C:13]([C:14]([O:20]C4C=CC=CC=4)=[N:15][CH:16]=[N:17]3)=[CH:12][C:11]=2[O:27][CH3:28])[CH:5]=[CH:4][N:3]=1.Cl.C(=O)([O-])O.[Na+].